Dataset: Full USPTO retrosynthesis dataset with 1.9M reactions from patents (1976-2016). Task: Predict the reactants needed to synthesize the given product. (1) Given the product [Cl:6][CH2:7][CH2:8][CH2:9][CH2:10][C:12]1[C:20]2[C:15](=[CH:16][CH:17]=[C:18]([C:21]#[N:22])[CH:19]=2)[NH:14][CH:13]=1, predict the reactants needed to synthesize it. The reactants are: Cl[Si](C)(C)C.[Cl:6][CH2:7][CH2:8][CH2:9][C:10]([C:12]1[C:20]2[C:15](=[CH:16][CH:17]=[C:18]([C:21]#[N:22])[CH:19]=2)[NH:14][CH:13]=1)=O.C(#N)C.C([BH3-])#N.[Na+]. (2) Given the product [CH3:28][C:10]1([CH3:29])[CH2:9][C:8]2[C:13](=[CH:14][CH:15]=[C:6]([C:4]([OH:5])=[O:3])[CH:7]=2)[NH:12][CH:11]1[C:16]1[CH:21]=[CH:20][CH:19]=[C:18]([N:22]2[CH2:27][CH2:26][NH:25][CH2:24][CH2:23]2)[CH:17]=1, predict the reactants needed to synthesize it. The reactants are: C([O:3][C:4]([C:6]1[CH:7]=[C:8]2[C:13](=[CH:14][CH:15]=1)[NH:12][CH:11]([C:16]1[CH:21]=[CH:20][CH:19]=[C:18]([N:22]3[CH2:27][CH2:26][NH:25][CH2:24][CH2:23]3)[CH:17]=1)[C:10]([CH3:29])([CH3:28])[CH2:9]2)=[O:5])C.[OH-].[Na+].Cl.